From a dataset of Reaction yield outcomes from USPTO patents with 853,638 reactions. Predict the reaction yield, written as a fraction of the theoretical maximum amount of product (1.0 means a 100% yield; for example, 0.34 means a 34% yield). (1) The reactants are FC(F)(F)S(O[C:7]1[CH:12]=[CH:11][CH:10]=[C:9]([C:13]2[CH:18]=[C:17]([C:19]3[C:23]4[CH2:24][C:25]([CH3:30])([CH3:29])[CH2:26][C:27](=[O:28])[C:22]=4[S:21][C:20]=3[N:31]3[CH2:36][CH2:35][O:34][CH2:33][CH2:32]3)[CH:16]=[CH:15][N:14]=2)[CH:8]=1)(=O)=O.C(OC([NH:46][CH:47]1[CH2:52][CH2:51][NH:50][CH2:49][CH2:48]1)=O)(C)(C)C.CC(C)([O-])C.[K+]. The catalyst is O1CCOCC1.CC(O)=O.CC(P(C(C)(C)C)C1C(C2[C-]=CC=CC=2)=CC=CC=1)(C)C.[Pd]. The product is [NH2:46][CH:47]1[CH2:52][CH2:51][N:50]([C:7]2[CH:8]=[C:9]([C:13]3[CH:18]=[C:17]([C:19]4[C:23]5[CH2:24][C:25]([CH3:30])([CH3:29])[CH2:26][C:27](=[O:28])[C:22]=5[S:21][C:20]=4[N:31]4[CH2:32][CH2:33][O:34][CH2:35][CH2:36]4)[CH:16]=[CH:15][N:14]=3)[CH:10]=[CH:11][CH:12]=2)[CH2:49][CH2:48]1. The yield is 0.330. (2) The reactants are C(O[C:6](=O)[N:7]([C@H:9]([C:11](=[O:40])[NH:12][C@@H:13]1[C:19](=[O:20])[N:18]([CH2:21][C:22]2[C:31]3[C:26](=[CH:27][CH:28]=[CH:29][CH:30]=3)[CH:25]=[CH:24][C:23]=2[O:32][CH2:33][CH:34]=[CH2:35])[C:17]2[CH:36]=[CH:37][CH:38]=[CH:39][C:16]=2[CH2:15][CH2:14]1)[CH3:10])C)(C)(C)C.[BH3-]C#N.[Na+].[Si](Cl)(C)(C)C.[Si](I)(C)(C)C. The catalyst is CC#N.CCOC(C)=O. The product is [CH2:33]([O:32][C:23]1[CH:24]=[CH:25][C:26]2[C:31](=[CH:30][CH:29]=[CH:28][CH:27]=2)[C:22]=1[CH2:21][N:18]1[C:19](=[O:20])[C@@H:13]([NH:12][C:11](=[O:40])[C@@H:9]([NH:7][CH3:6])[CH3:10])[CH2:14][CH2:15][C:16]2[CH:39]=[CH:38][CH:37]=[CH:36][C:17]1=2)[CH:34]=[CH2:35]. The yield is 0.450.